This data is from Forward reaction prediction with 1.9M reactions from USPTO patents (1976-2016). The task is: Predict the product of the given reaction. (1) Given the reactants CCN(C(C)C)C(C)C.CC1C=CC(S(O)(=O)=O)=CC=1.[NH:21]1[CH2:25][CH2:24][CH2:23][C@H:22]1[C:26]#[N:27].[C:28]([O:32][C:33]([NH:35][C@H:36]([CH2:40][O:41][Si:42]([C:45]([CH3:48])([CH3:47])[CH3:46])([CH3:44])[CH3:43])[C:37](O)=[O:38])=[O:34])([CH3:31])([CH3:30])[CH3:29].CN(C(ON1N=NC2C=CC=NC1=2)=[N+](C)C)C.F[P-](F)(F)(F)(F)F, predict the reaction product. The product is: [Si:42]([O:41][CH2:40][C@@H:36]([NH:35][C:33](=[O:34])[O:32][C:28]([CH3:31])([CH3:30])[CH3:29])[C:37]([N:21]1[CH2:25][CH2:24][CH2:23][C@H:22]1[C:26]#[N:27])=[O:38])([C:45]([CH3:48])([CH3:47])[CH3:46])([CH3:44])[CH3:43]. (2) Given the reactants C(OC([N:8]1[CH2:13][CH2:12][CH2:11][C@H:10]([C:14]2[N:18]=[C:17]([C:19]3[NH:20][CH:21]=C(C)[CH:23]=3)[O:16][N:15]=2)[CH2:9]1)=O)(C)(C)C.[Cl:25][CH2:26][Cl:27], predict the reaction product. The product is: [ClH:25].[Cl:27][C:26]1[CH:23]=[C:19]([C:17]2[O:16][N:15]=[C:14]([C@H:10]3[CH2:11][CH2:12][CH2:13][NH:8][CH2:9]3)[N:18]=2)[NH:20][CH:21]=1. (3) Given the reactants [C:1]([C:4]1[C:9](=[O:10])[NH:8][C:7](=[O:11])[NH:6][C:5]=1[C:12]([C:14]1[CH:15]=[C:16]([CH:19]=[C:20]([CH3:22])[CH:21]=1)[C:17]#[N:18])=[O:13])([CH3:3])=[CH2:2].[F:23][C:24]1[CH:29]=[C:28]([CH2:30]OS(C)(=O)=O)[CH:27]=[C:26]([NH:36][CH2:37][C:38]2[CH:43]=[CH:42][C:41]([O:44][CH3:45])=[CH:40][CH:39]=2)[N:25]=1.[I-].[Li+].C(=O)([O-])[O-].[K+].[K+], predict the reaction product. The product is: [F:23][C:24]1[CH:29]=[C:28]([CH2:30][N:6]2[C:5]([C:12]([C:14]3[CH:15]=[C:16]([CH:19]=[C:20]([CH3:22])[CH:21]=3)[C:17]#[N:18])=[O:13])=[C:4]([C:1]([CH3:3])=[CH2:2])[C:9](=[O:10])[NH:8][C:7]2=[O:11])[CH:27]=[C:26]([NH:36][CH2:37][C:38]2[CH:43]=[CH:42][C:41]([O:44][CH3:45])=[CH:40][CH:39]=2)[N:25]=1.